This data is from Full USPTO retrosynthesis dataset with 1.9M reactions from patents (1976-2016). The task is: Predict the reactants needed to synthesize the given product. (1) Given the product [Cl:1][C:2]1[CH:7]=[CH:6][C:5]([S:8]([N:11]([CH2:22][C:23]2[CH:30]=[CH:29][C:26]([C:27]#[N:28])=[CH:25][N:24]=2)[C@H:12]([C:15]2[CH:16]=[CH:17][CH:18]=[CH:19][CH:20]=2)[CH2:13][CH3:14])(=[O:10])=[O:9])=[CH:4][CH:3]=1, predict the reactants needed to synthesize it. The reactants are: [Cl:1][C:2]1[CH:7]=[CH:6][C:5]([S:8]([NH:11][C@H:12]([C:15]2[CH:20]=[CH:19][CH:18]=[CH:17][CH:16]=2)[CH2:13][CH3:14])(=[O:10])=[O:9])=[CH:4][CH:3]=1.Br[CH2:22][C:23]1[CH:30]=[CH:29][C:26]([C:27]#[N:28])=[CH:25][N:24]=1.C([O-])([O-])=O.[K+].[K+]. (2) Given the product [Cl:39][C:25]1[C:26]([NH:28][CH:29]2[CH:34]3[CH2:35][CH:31]([CH:32]=[CH:33]3)[CH:30]2[C:36]([NH2:38])=[O:37])=[N:27][C:22]([NH:20][C:4]2[CH:5]=[CH:6][C:7]3[CH2:13][CH2:12][CH:11]([N:14]([CH2:16][CH2:17][O:18][CH3:19])[CH3:15])[CH2:10][CH2:9][C:8]=3[C:3]=2[O:2][CH3:1])=[N:23][CH:24]=1, predict the reactants needed to synthesize it. The reactants are: [CH3:1][O:2][C:3]1[C:8]2[CH2:9][CH2:10][CH:11]([N:14]([CH2:16][CH2:17][O:18][CH3:19])[CH3:15])[CH2:12][CH2:13][C:7]=2[CH:6]=[CH:5][C:4]=1[NH2:20].Cl[C:22]1[N:27]=[C:26]([NH:28][C@@H:29]2[C@@H:34]3[CH2:35][C@@H:31]([CH:32]=[CH:33]3)[C@@H:30]2[C:36]([NH2:38])=[O:37])[C:25]([Cl:39])=[CH:24][N:23]=1. (3) The reactants are: [NH2:1][C:2]1[CH:22]=[CH:21][C:5]([O:6][C:7]2[C:12]([C:13]3[CH:18]=[CH:17][N:16]=[C:15]([NH:19][CH3:20])[N:14]=3)=[CH:11][CH:10]=[CH:9][N:8]=2)=[CH:4][CH:3]=1.Cl[C:24](OC1C=CC([N+]([O-])=O)=CC=1)=[O:25].C(O[CH:39](OCC)[CH2:40][NH:41][C:42]1[CH:47]=[CH:46][CH:45]=[CH:44][CH:43]=1)C. Given the product [CH3:20][NH:19][C:15]1[N:14]=[C:13]([C:12]2[C:7]([O:6][C:5]3[CH:21]=[CH:22][C:2]([N:1]4[CH:39]=[CH:40][N:41]([C:42]5[CH:43]=[CH:44][CH:45]=[CH:46][CH:47]=5)[C:24]4=[O:25])=[CH:3][CH:4]=3)=[N:8][CH:9]=[CH:10][CH:11]=2)[CH:18]=[CH:17][N:16]=1, predict the reactants needed to synthesize it. (4) Given the product [C:1]([Si:5]([CH3:35])([CH3:34])[O:6][C@H:7]([C:13]1[CH:18]=[CH:17][C:16]([C:19]2[C@@H:20]([CH2:25][CH2:26][CH2:27][C:28]3[S:29][CH:30]=[CH:31][CH:32]=3)[CH2:21][CH2:22][CH:23]=2)=[CH:15][CH:14]=1)[CH2:8][CH2:9][CH2:10][CH2:11][CH3:12])([CH3:3])([CH3:4])[CH3:2], predict the reactants needed to synthesize it. The reactants are: [C:1]([Si:5]([CH3:35])([CH3:34])[O:6][C@H:7]([C:13]1[CH:18]=[CH:17][C:16]([C:19](=C)[C@@H:20]([CH2:25][CH2:26][CH2:27][C:28]2[S:29][CH:30]=[CH:31][CH:32]=2)[CH2:21][CH2:22][CH:23]=C)=[CH:15][CH:14]=1)[CH2:8][CH2:9][CH2:10][CH2:11][CH3:12])([CH3:4])([CH3:3])[CH3:2]. (5) Given the product [F:13][C:10]1[CH:11]=[CH:12][C:7]([C:5]2[S:4][C:3]3[C:14](=[O:15])[N:16]([CH2:17][CH2:18][C:19]4[CH:24]=[CH:23][C:22]([CH:25]([N:27]5[CH2:31][CH2:30][CH2:29][CH2:28]5)[CH3:26])=[CH:21][CH:20]=4)[C:40](=[O:42])[NH:1][C:2]=3[CH:6]=2)=[CH:8][CH:9]=1, predict the reactants needed to synthesize it. The reactants are: [NH2:1][C:2]1[CH:6]=[C:5]([C:7]2[CH:12]=[CH:11][C:10]([F:13])=[CH:9][CH:8]=2)[S:4][C:3]=1[C:14]([NH:16][CH2:17][CH2:18][C:19]1[CH:24]=[CH:23][C:22]([CH:25]([N:27]2[CH2:31][CH2:30][CH2:29][CH2:28]2)[CH3:26])=[CH:21][CH:20]=1)=[O:15].C(N(CC)CC)C.Cl[C:40](Cl)([O:42]C(=O)OC(Cl)(Cl)Cl)Cl.N1CCCC1. (6) Given the product [F:25][C:20]1[CH:21]=[CH:22][CH:23]=[CH:24][C:19]=1[CH2:18][N:10]1[C:11]([C:13]2[N:14]=[CH:15][S:16][CH:17]=2)=[N:12][C:8]([C:4]2[CH:3]=[C:2]([NH2:27])[CH:7]=[CH:6][N:5]=2)=[N:9]1, predict the reactants needed to synthesize it. The reactants are: Br[C:2]1[CH:7]=[CH:6][N:5]=[C:4]([C:8]2[N:12]=[C:11]([C:13]3[N:14]=[CH:15][S:16][CH:17]=3)[N:10]([CH2:18][C:19]3[CH:24]=[CH:23][CH:22]=[CH:21][C:20]=3[F:25])[N:9]=2)[CH:3]=1.[OH-].[NH4+:27]. (7) Given the product [CH2:39]([O:37][C:36](=[O:38])[CH2:35][CH2:34][C:30]1[CH:31]=[CH:32][CH:33]=[C:28]([C:14]2[CH:13]=[CH:12][C:11]3[C:16](=[C:17]([F:27])[C:18]([N:19]4[CH2:23][C:22](=[O:24])[NH:21][S:20]4(=[O:26])=[O:25])=[C:9]([O:8][CH2:1][C:2]4[CH:7]=[CH:6][CH:5]=[CH:4][CH:3]=4)[CH:10]=3)[CH:15]=2)[CH:29]=1)[CH3:40], predict the reactants needed to synthesize it. The reactants are: [CH2:1]([O:8][C:9]1[CH:10]=[C:11]2[C:16](=[C:17]([F:27])[C:18]=1[N:19]1[CH2:23][C:22](=[O:24])[NH:21][S:20]1(=[O:26])=[O:25])[CH:15]=[C:14]([C:28]1[CH:29]=[C:30]([CH2:34][CH2:35][C:36]([OH:38])=[O:37])[CH:31]=[CH:32][CH:33]=1)[CH:13]=[CH:12]2)[C:2]1[CH:7]=[CH:6][CH:5]=[CH:4][CH:3]=1.[CH2:39](O)[CH3:40].OS(O)(=O)=O. (8) Given the product [N:2]1([C:6]([C:8]2[CH:40]=[CH:39][C:11]([O:12][C:13]3[CH:14]=[C:15]([CH:24]=[C:25]([O:27][C@@H:28]([CH3:38])[CH2:29][OH:30])[CH:26]=3)[C:16]([NH:18][C:19]3[S:20][CH:21]=[CH:22][N:23]=3)=[O:17])=[C:10]([F:41])[CH:9]=2)=[O:7])[CH2:3][CH2:4][CH2:5]1, predict the reactants needed to synthesize it. The reactants are: Cl.[N:2]1([C:6]([C:8]2[CH:40]=[CH:39][C:11]([O:12][C:13]3[CH:14]=[C:15]([CH:24]=[C:25]([O:27][C@@H:28]([CH3:38])[CH2:29][O:30][Si](C(C)(C)C)(C)C)[CH:26]=3)[C:16]([NH:18][C:19]3[S:20][CH:21]=[CH:22][N:23]=3)=[O:17])=[C:10]([F:41])[CH:9]=2)=[O:7])[CH2:5][CH2:4][CH2:3]1.C(=O)(O)[O-].[Na+].